Predict the product of the given reaction. From a dataset of Forward reaction prediction with 1.9M reactions from USPTO patents (1976-2016). Given the reactants [CH3:1][C:2]1[CH:6]=[C:5]([CH:7]([OH:9])[CH3:8])[O:4][N:3]=1.C1COCC1.[Li+].C[Si]([N-][Si](C)(C)C)(C)C.F[C:26]1[CH:31]=[C:30]([F:32])[CH:29]=[CH:28][C:27]=1[N+:33]([O-:35])=[O:34], predict the reaction product. The product is: [F:32][C:30]1[CH:29]=[CH:28][C:27]([N+:33]([O-:35])=[O:34])=[C:26]([CH:31]=1)[O:9][CH:7]([C:5]1[O:4][N:3]=[C:2]([CH3:1])[CH:6]=1)[CH3:8].